Dataset: NCI-60 drug combinations with 297,098 pairs across 59 cell lines. Task: Regression. Given two drug SMILES strings and cell line genomic features, predict the synergy score measuring deviation from expected non-interaction effect. Drug 1: CCC1=C2CN3C(=CC4=C(C3=O)COC(=O)C4(CC)O)C2=NC5=C1C=C(C=C5)O. Drug 2: CCCCC(=O)OCC(=O)C1(CC(C2=C(C1)C(=C3C(=C2O)C(=O)C4=C(C3=O)C=CC=C4OC)O)OC5CC(C(C(O5)C)O)NC(=O)C(F)(F)F)O. Cell line: MCF7. Synergy scores: CSS=23.3, Synergy_ZIP=-3.00, Synergy_Bliss=-0.886, Synergy_Loewe=1.04, Synergy_HSA=2.16.